From a dataset of Catalyst prediction with 721,799 reactions and 888 catalyst types from USPTO. Predict which catalyst facilitates the given reaction. (1) Reactant: [NH2:1][C:2]1[CH:3]=[C:4]([CH:16]=[CH:17][C:18]=1[F:19])[CH:5]=[C:6]1[C:14]2[CH2:13][CH2:12][CH2:11][CH2:10][C:9]=2[C:8](=O)[O:7]1.O.[NH2:21][NH2:22]. Product: [NH2:1][C:2]1[CH:3]=[C:4]([CH:16]=[CH:17][C:18]=1[F:19])[CH2:5][C:6]1[C:14]2[CH2:13][CH2:12][CH2:11][CH2:10][C:9]=2[C:8](=[O:7])[NH:22][N:21]=1. The catalyst class is: 8. (2) Reactant: [CH3:1][NH:2][C:3]1[CH:8]=[C:7]([C:9]2[CH:14]=[CH:13][CH:12]=[CH:11][C:10]=2[CH3:15])[C:6]([NH:16][CH3:17])=[CH:5][N:4]=1.CCN(C(C)C)C(C)C.[F:34][C:33]([F:36])([F:35])[C:32](O[C:32](=[O:37])[C:33]([F:36])([F:35])[F:34])=[O:37].CCOC(C)=O. Product: [F:36][C:33]([F:34])([F:35])[C:32]([N:2]([CH3:1])[C:3]1[CH:8]=[C:7]([C:9]2[CH:14]=[CH:13][CH:12]=[CH:11][C:10]=2[CH3:15])[C:6]([NH:16][CH3:17])=[CH:5][N:4]=1)=[O:37]. The catalyst class is: 635. (3) Reactant: [O:1]1[CH:5]=[CH:4][CH:3]=[C:2]1[C:6]1[O:7][C:8]([CH3:34])=[C:9]([CH2:11][O:12][C:13]2[CH:33]=[CH:32][C:16]([CH2:17][O:18][C:19]3[C:23]([CH:24]=O)=[CH:22][N:21]([C:26]4[CH:31]=[CH:30][CH:29]=[CH:28][CH:27]=4)[N:20]=3)=[CH:15][CH:14]=2)[N:10]=1.Cl.NO.[N:38]1C=CC=CC=1.C(O)C. Product: [O:1]1[CH:5]=[CH:4][CH:3]=[C:2]1[C:6]1[O:7][C:8]([CH3:34])=[C:9]([CH2:11][O:12][C:13]2[CH:14]=[CH:15][C:16]([CH2:17][O:18][C:19]3[C:23]([C:24]#[N:38])=[CH:22][N:21]([C:26]4[CH:31]=[CH:30][CH:29]=[CH:28][CH:27]=4)[N:20]=3)=[CH:32][CH:33]=2)[N:10]=1. The catalyst class is: 6.